Dataset: NCI-60 drug combinations with 297,098 pairs across 59 cell lines. Task: Regression. Given two drug SMILES strings and cell line genomic features, predict the synergy score measuring deviation from expected non-interaction effect. (1) Drug 1: CN1C(=O)N2C=NC(=C2N=N1)C(=O)N. Drug 2: C1CC(=O)NC(=O)C1N2C(=O)C3=CC=CC=C3C2=O. Cell line: 786-0. Synergy scores: CSS=-0.132, Synergy_ZIP=2.20, Synergy_Bliss=7.69, Synergy_Loewe=2.69, Synergy_HSA=2.06. (2) Drug 1: C#CCC(CC1=CN=C2C(=N1)C(=NC(=N2)N)N)C3=CC=C(C=C3)C(=O)NC(CCC(=O)O)C(=O)O. Drug 2: C1CN(CCN1C(=O)CCBr)C(=O)CCBr. Cell line: RXF 393. Synergy scores: CSS=27.7, Synergy_ZIP=-8.80, Synergy_Bliss=0.395, Synergy_Loewe=-18.2, Synergy_HSA=-1.32.